Regression. Given two drug SMILES strings and cell line genomic features, predict the synergy score measuring deviation from expected non-interaction effect. From a dataset of Merck oncology drug combination screen with 23,052 pairs across 39 cell lines. (1) Drug 1: CS(=O)(=O)CCNCc1ccc(-c2ccc3ncnc(Nc4ccc(OCc5cccc(F)c5)c(Cl)c4)c3c2)o1. Drug 2: NC1(c2ccc(-c3nc4ccn5c(=O)[nH]nc5c4cc3-c3ccccc3)cc2)CCC1. Cell line: T47D. Synergy scores: synergy=-3.25. (2) Drug 1: CC(C)CC(NC(=O)C(Cc1ccccc1)NC(=O)c1cnccn1)B(O)O. Drug 2: Cc1nc(Nc2ncc(C(=O)Nc3c(C)cccc3Cl)s2)cc(N2CCN(CCO)CC2)n1. Cell line: UACC62. Synergy scores: synergy=-4.80. (3) Drug 1: CCC1=CC2CN(C1)Cc1c([nH]c3ccccc13)C(C(=O)OC)(c1cc3c(cc1OC)N(C)C1C(O)(C(=O)OC)C(OC(C)=O)C4(CC)C=CCN5CCC31C54)C2. Drug 2: COC1=C2CC(C)CC(OC)C(O)C(C)C=C(C)C(OC(N)=O)C(OC)C=CC=C(C)C(=O)NC(=CC1=O)C2=O. Cell line: NCIH23. Synergy scores: synergy=-278. (4) Cell line: LNCAP. Drug 2: O=C(NOCC(O)CO)c1ccc(F)c(F)c1Nc1ccc(I)cc1F. Drug 1: COC12C(COC(N)=O)C3=C(C(=O)C(C)=C(N)C3=O)N1CC1NC12. Synergy scores: synergy=-30.8. (5) Drug 1: C=CCn1c(=O)c2cnc(Nc3ccc(N4CCN(C)CC4)cc3)nc2n1-c1cccc(C(C)(C)O)n1. Drug 2: COC1CC2CCC(C)C(O)(O2)C(=O)C(=O)N2CCCCC2C(=O)OC(C(C)CC2CCC(OP(C)(C)=O)C(OC)C2)CC(=O)C(C)C=C(C)C(O)C(OC)C(=O)C(C)CC(C)C=CC=CC=C1C. Cell line: PA1. Synergy scores: synergy=30.8. (6) Drug 1: O=c1[nH]cc(F)c(=O)[nH]1. Drug 2: CS(=O)(=O)CCNCc1ccc(-c2ccc3ncnc(Nc4ccc(OCc5cccc(F)c5)c(Cl)c4)c3c2)o1. Cell line: A427. Synergy scores: synergy=-4.18. (7) Drug 1: CCC1=CC2CN(C1)Cc1c([nH]c3ccccc13)C(C(=O)OC)(c1cc3c(cc1OC)N(C)C1C(O)(C(=O)OC)C(OC(C)=O)C4(CC)C=CCN5CCC31C54)C2. Drug 2: CS(=O)(=O)CCNCc1ccc(-c2ccc3ncnc(Nc4ccc(OCc5cccc(F)c5)c(Cl)c4)c3c2)o1. Cell line: HT144. Synergy scores: synergy=19.0.